From a dataset of Peptide-MHC class I binding affinity with 185,985 pairs from IEDB/IMGT. Regression. Given a peptide amino acid sequence and an MHC pseudo amino acid sequence, predict their binding affinity value. This is MHC class I binding data. (1) The peptide sequence is GLKRGGVLL. The MHC is HLA-B07:02 with pseudo-sequence HLA-B07:02. The binding affinity (normalized) is 0.166. (2) The peptide sequence is GIVSGILLSI. The MHC is HLA-A02:01 with pseudo-sequence HLA-A02:01. The binding affinity (normalized) is 0.536.